From a dataset of Full USPTO retrosynthesis dataset with 1.9M reactions from patents (1976-2016). Predict the reactants needed to synthesize the given product. (1) Given the product [Cl:1][C:2]1[CH:15]=[CH:14][C:5]([O:6][C:7]2[CH:12]=[N:11][C:10]([NH:13][C:29](=[O:28])[CH:30]([NH:34][C:35](=[O:45])[CH2:36][C:37]3[CH:38]=[C:39]([F:44])[CH:40]=[C:41]([F:43])[CH:42]=3)[CH2:31][CH2:32][CH3:33])=[N:9][CH:8]=2)=[CH:4][CH:3]=1, predict the reactants needed to synthesize it. The reactants are: [Cl:1][C:2]1[CH:15]=[CH:14][C:5]([O:6][C:7]2[CH:8]=[N:9][C:10]([NH2:13])=[N:11][CH:12]=2)=[CH:4][CH:3]=1.C[Al](C)C.C1(C)C=CC=CC=1.C[O:28][C:29](=O)[CH:30]([NH:34][C:35](=[O:45])[CH2:36][C:37]1[CH:42]=[C:41]([F:43])[CH:40]=[C:39]([F:44])[CH:38]=1)[CH2:31][CH2:32][CH3:33]. (2) Given the product [C:1]([C:5]1[N:10]=[C:9]([CH3:11])[C:8](/[CH:12]=[CH:13]/[C:14]([NH:17][C:18]2[CH:19]=[C:20]3[C:24](=[CH:25][CH:26]=2)[NH:23][CH:22]=[CH:21]3)=[O:16])=[CH:7][CH:6]=1)([CH3:2])([CH3:3])[CH3:4], predict the reactants needed to synthesize it. The reactants are: [C:1]([C:5]1[N:10]=[C:9]([CH3:11])[C:8](/[CH:12]=[CH:13]/[C:14]([OH:16])=O)=[CH:7][CH:6]=1)([CH3:4])([CH3:3])[CH3:2].[NH2:17][C:18]1[CH:19]=[C:20]2[C:24](=[CH:25][CH:26]=1)[NH:23][CH:22]=[CH:21]2. (3) Given the product [N+:11]([C:7]1[CH:8]=[CH:9][CH:10]=[C:2]2[C:3]=1[C:4](=[O:6])[NH:14][C:15](=[O:16])[NH:1]2)([O-:13])=[O:12], predict the reactants needed to synthesize it. The reactants are: [NH2:1][C:2]1[CH:10]=[CH:9][CH:8]=[C:7]([N+:11]([O-:13])=[O:12])[C:3]=1[C:4]([OH:6])=O.[NH2:14][C:15](N)=[O:16]. (4) Given the product [CH3:1][O:2][C:3](=[O:29])[C:4]1[CH:5]=[CH:6][C:7]([C:10](=[O:28])[C:11]#[C:12][C:13]2[CH:18]=[C:17]([C:19]3[S:20][CH:21]=[CH:22][CH:23]=3)[C:16]([O:24][CH3:25])=[CH:15][C:14]=2[O:26][CH3:27])=[CH:8][CH:9]=1, predict the reactants needed to synthesize it. The reactants are: [CH3:1][O:2][C:3](=[O:29])[C:4]1[CH:9]=[CH:8][C:7]([CH:10]([OH:28])[C:11]#[C:12][C:13]2[CH:18]=[C:17]([C:19]3[S:20][CH:21]=[CH:22][CH:23]=3)[C:16]([O:24][CH3:25])=[CH:15][C:14]=2[O:26][CH3:27])=[CH:6][CH:5]=1.[Cr](O[Cr]([O-])(=O)=O)([O-])(=O)=O.[NH+]1C=CC=CC=1.[NH+]1C=CC=CC=1. (5) Given the product [C:34]([O:33][C:31]([N:30]([CH2:38][C:39]([O:41][C:42]([CH3:45])([CH3:44])[CH3:43])=[O:40])[C:5]1[CH:4]=[CH:3][CH:2]=[C:7]([CH:8]([CH2:19][C:20]2[CH:21]=[CH:22][C:23]([O:26][CH:27]([F:28])[F:29])=[CH:24][CH:25]=2)[NH:9][S:10]([C:13]2[CH:14]=[N:15][CH:16]=[CH:17][CH:18]=2)(=[O:12])=[O:11])[N:6]=1)=[O:32])([CH3:36])([CH3:37])[CH3:35], predict the reactants needed to synthesize it. The reactants are: Br[C:2]1[CH:3]=[CH:4][C:5]([N:30]([CH2:38][C:39]([O:41][C:42]([CH3:45])([CH3:44])[CH3:43])=[O:40])[C:31]([O:33][C:34]([CH3:37])([CH3:36])[CH3:35])=[O:32])=[N:6][C:7]=1[CH:8]([CH2:19][C:20]1[CH:25]=[CH:24][C:23]([O:26][CH:27]([F:29])[F:28])=[CH:22][CH:21]=1)[NH:9][S:10]([C:13]1[CH:14]=[N:15][CH:16]=[CH:17][CH:18]=1)(=[O:12])=[O:11].C(N(CC)CC)C. (6) Given the product [CH3:23][C:21]([N:24]([CH3:38])[C:25](=[O:37])[C:26]1[C:31]([CH3:2])=[CH:30][CH:29]=[C:28]([F:32])[C:27]=1[Si:33]([CH3:34])([CH3:35])[CH3:36])([CH3:20])[CH3:22], predict the reactants needed to synthesize it. The reactants are: [Li][CH:2](CC)C.C1CCCCC1.CN(CCN(C)C)C.[CH3:20][C:21]([N:24]([CH3:38])[C:25](=[O:37])[C:26]1[CH:31]=[CH:30][CH:29]=[C:28]([F:32])[C:27]=1[Si:33]([CH3:36])([CH3:35])[CH3:34])([CH3:23])[CH3:22].CI.C(O)(=O)CC(CC(O)=O)(C(O)=O)O.